Predict the reactants needed to synthesize the given product. From a dataset of Full USPTO retrosynthesis dataset with 1.9M reactions from patents (1976-2016). (1) Given the product [CH3:34][N:1]1[CH2:6][CH2:5][CH2:4][CH2:3][C@@H:2]1[CH2:7][O:8][C:9]1[C:17]2[C:16]3[CH:18]=[C:19]([C:22]#[N:23])[N:20]=[CH:21][C:15]=3[N:14]([CH2:24][O:25][CH2:26][CH2:27][Si:28]([CH3:31])([CH3:30])[CH3:29])[C:13]=2[N:12]=[CH:11][CH:10]=1, predict the reactants needed to synthesize it. The reactants are: [NH:1]1[CH2:6][CH2:5][CH2:4][CH2:3][C@@H:2]1[CH2:7][O:8][C:9]1[C:17]2[C:16]3[CH:18]=[C:19]([C:22]#[N:23])[N:20]=[CH:21][C:15]=3[N:14]([CH2:24][O:25][CH2:26][CH2:27][Si:28]([CH3:31])([CH3:30])[CH3:29])[C:13]=2[N:12]=[CH:11][CH:10]=1.C=O.[C:34](O[BH-](OC(=O)C)OC(=O)C)(=O)C.[Na+]. (2) The reactants are: [Cl:1][C:2]1[N:7]=[CH:6][C:5]([CH2:8][N:9]2[CH2:14][CH2:13][CH2:12][CH:11]3[O:15][C:16](=[O:18])[CH:17]=[C:10]23)=[CH:4][CH:3]=1.C(N(CC)CC)C.[Cl:26]N1C(=O)CCC1=O. Given the product [Cl:26][C:17]1[C:16](=[O:18])[O:15][CH:11]2[CH2:12][CH2:13][CH2:14][N:9]([CH2:8][C:5]3[CH:6]=[N:7][C:2]([Cl:1])=[CH:3][CH:4]=3)[C:10]=12, predict the reactants needed to synthesize it. (3) Given the product [CH2:1]([NH:4][C:5]1[N:6]=[C:7]([NH:15][C:23](=[O:28])[C:24]([CH3:27])([CH3:26])[CH3:25])[C:8]2[S:13][CH:12]=[C:11]([CH3:14])[C:9]=2[N:10]=1)[CH:2]=[CH2:3], predict the reactants needed to synthesize it. The reactants are: [CH2:1]([NH:4][C:5]1[N:6]=[C:7]([NH2:15])[C:8]2[S:13][CH:12]=[C:11]([CH3:14])[C:9]=2[N:10]=1)[CH:2]=[CH2:3].C(N(CC)CC)C.[C:23](Cl)(=[O:28])[C:24]([CH3:27])([CH3:26])[CH3:25].C(OCC)(=O)C.CCCCCC. (4) Given the product [CH2:11]([S:30][CH2:29][C@@H:28]([CH3:27])[C:31]([N:33]1[CH2:34][CH2:35][CH2:36][C@H:37]1[C:38]([OH:40])=[O:39])=[O:32])[CH2:12][CH2:13][CH2:14][CH2:15][CH2:16][CH2:17][CH2:18][CH2:19][CH2:20][CH2:21][CH2:22][CH2:23][CH2:24][CH2:25][CH3:26], predict the reactants needed to synthesize it. The reactants are: CCN(C(C)C)C(C)C.I[CH2:11][CH2:12][CH2:13][CH2:14][CH2:15][CH2:16][CH2:17][CH2:18][CH2:19][CH2:20][CH2:21][CH2:22][CH2:23][CH2:24][CH2:25][CH3:26].[CH3:27][C@@H:28]([C:31]([N:33]1[C@H:37]([C:38]([OH:40])=[O:39])[CH2:36][CH2:35][CH2:34]1)=[O:32])[CH2:29][SH:30].C1CCN2C(=NCCC2)CC1.